This data is from Catalyst prediction with 721,799 reactions and 888 catalyst types from USPTO. The task is: Predict which catalyst facilitates the given reaction. (1) Reactant: [C:1]1([CH:7]([C:17]2[CH:22]=[CH:21][CH:20]=[CH:19][CH:18]=2)[N:8]2[CH2:11][CH:10]([O:12]S(C)(=O)=O)[CH2:9]2)[CH:6]=[CH:5][CH:4]=[CH:3][CH:2]=1.C[Mg]Br. The catalyst class is: 165. Product: [CH:7]([N:8]1[CH2:11][CH:10]([OH:12])[CH2:9]1)([C:17]1[CH:22]=[CH:21][CH:20]=[CH:19][CH:18]=1)[C:1]1[CH:2]=[CH:3][CH:4]=[CH:5][CH:6]=1. (2) Reactant: [C:1]1(=O)[CH2:4][CH2:3][CH2:2]1.[S:6]1[CH:10]=[C:9]([C:11]2[CH:16]=[CH:15][C:14]([CH2:17][C:18]3[CH:28]=[CH:27][C:21]4[CH2:22][CH2:23][NH:24][CH2:25][CH2:26][C:20]=4[CH:19]=3)=[CH:13][CH:12]=2)[N:8]=[N:7]1.C(O)(=O)C.C(O[BH-](OC(=O)C)OC(=O)C)(=O)C.[Na+]. Product: [CH:1]1([N:24]2[CH2:23][CH2:22][C:21]3[CH:27]=[CH:28][C:18]([CH2:17][C:14]4[CH:15]=[CH:16][C:11]([C:9]5[N:8]=[N:7][S:6][CH:10]=5)=[CH:12][CH:13]=4)=[CH:19][C:20]=3[CH2:26][CH2:25]2)[CH2:4][CH2:3][CH2:2]1. The catalyst class is: 4. (3) Reactant: Br[CH:2]([CH3:6])[C:3](=O)C.[F:7][C:8]1[CH:9]=[C:10]([CH:34]=[CH:35][CH:36]=1)[CH2:11][N:12]1[C:24]2[CH2:23][CH2:22][C@@H:21]([NH:25][C:26](=[O:30])[CH:27]([CH3:29])[CH3:28])[CH2:20][C:19]=2[C:18]2[C:13]1=[CH:14][CH:15]=[C:16]([C:31](=[S:33])[NH2:32])[CH:17]=2.[CH3:37]N(C=O)C. Product: [F:7][C:8]1[CH:9]=[C:10]([CH:34]=[CH:35][CH:36]=1)[CH2:11][N:12]1[C:24]2[CH2:23][CH2:22][C@@H:21]([NH:25][C:26](=[O:30])[CH:27]([CH3:28])[CH3:29])[CH2:20][C:19]=2[C:18]2[C:13]1=[CH:14][CH:15]=[C:16]([CH:31]1[N:32]([CH3:37])[C:2]([CH3:6])=[CH:3][S:33]1)[CH:17]=2. The catalyst class is: 6.